This data is from Forward reaction prediction with 1.9M reactions from USPTO patents (1976-2016). The task is: Predict the product of the given reaction. (1) Given the reactants [NH2:1][C:2]1[CH:3]=[C:4]([CH:7]=[C:8]([CH3:35])[C:9]=1[C:10]#[C:11][CH2:12][C:13]([OH:34])([CH2:18][C:19]1([CH3:33])[C:28]2[C:23](=[CH:24][CH:25]=[C:26]([S:29]([CH3:32])(=[O:31])=[O:30])[CH:27]=2)[O:22][CH2:21][CH2:20]1)[C:14]([F:17])([F:16])[F:15])[C:5]#[N:6].FC(F)(F)C(OC(=O)C(F)(F)F)=O.CN(C)C(=N)N(C)C.Cl, predict the reaction product. The product is: [CH3:35][C:8]1[CH:7]=[C:4]([C:5]#[N:6])[CH:3]=[C:2]2[C:9]=1[CH:10]=[C:11]([CH2:12][C:13]([OH:34])([CH2:18][C:19]1([CH3:33])[C:28]3[C:23](=[CH:24][CH:25]=[C:26]([S:29]([CH3:32])(=[O:31])=[O:30])[CH:27]=3)[O:22][CH2:21][CH2:20]1)[C:14]([F:17])([F:15])[F:16])[NH:1]2. (2) Given the reactants C([O:3][C:4]([C@@H:6]1[C@@H:11]([NH2:12])[CH2:10][CH2:9][N:8]([CH2:13][CH2:14][C:15]2[CH:20]=[CH:19][C:18]([O:21][CH3:22])=[C:17]([O:23][CH3:24])[CH:16]=2)[CH2:7]1)=[O:5])C.[OH-].[Li+], predict the reaction product. The product is: [NH2:12][C@H:11]1[CH2:10][CH2:9][N:8]([CH2:13][CH2:14][C:15]2[CH:20]=[CH:19][C:18]([O:21][CH3:22])=[C:17]([O:23][CH3:24])[CH:16]=2)[CH2:7][C@@H:6]1[C:4]([OH:5])=[O:3].